Dataset: Reaction yield outcomes from USPTO patents with 853,638 reactions. Task: Predict the reaction yield, written as a fraction of the theoretical maximum amount of product (1.0 means a 100% yield; for example, 0.34 means a 34% yield). (1) The product is [CH2:38]([O:37][C:35](=[O:36])[CH2:34][O:22][C:10]1[CH:11]=[C:12]([F:21])[C:13]([N:15]2[CH2:16][CH2:17][O:18][CH2:19][CH2:20]2)=[CH:14][C:9]=1[C:8](=[O:23])[NH:7][CH2:6][C:5]1[CH:24]=[CH:25][C:2]([Br:1])=[CH:3][C:4]=1[F:26])[CH3:39]. The yield is 0.810. The catalyst is CC(C)=O. The reactants are [Br:1][C:2]1[CH:25]=[CH:24][C:5]([CH2:6][NH:7][C:8](=[O:23])[C:9]2[CH:14]=[C:13]([N:15]3[CH2:20][CH2:19][O:18][CH2:17][CH2:16]3)[C:12]([F:21])=[CH:11][C:10]=2[OH:22])=[C:4]([F:26])[CH:3]=1.C([O-])([O-])=O.[K+].[K+].Br[CH2:34][C:35]([O:37][CH2:38][CH3:39])=[O:36].Cl. (2) The reactants are Cl.[CH:2]1([N:5]2[CH2:10][C:9]3([CH2:15][CH2:14][NH:13][CH2:12][CH2:11]3)[O:8][CH2:7][C:6]2=[O:16])[CH2:4][CH2:3]1.[Br:17][C:18]1[CH:23]=[CH:22][C:21]([S:24](Cl)(=[O:26])=[O:25])=[CH:20][CH:19]=1. The catalyst is ClCCl. The product is [Br:17][C:18]1[CH:23]=[CH:22][C:21]([S:24]([N:13]2[CH2:12][CH2:11][C:9]3([O:8][CH2:7][C:6](=[O:16])[N:5]([CH:2]4[CH2:4][CH2:3]4)[CH2:10]3)[CH2:15][CH2:14]2)(=[O:26])=[O:25])=[CH:20][CH:19]=1. The yield is 0.860. (3) The reactants are Br[C:2]1[CH:3]=[C:4]([CH:7]([O:11][CH2:12][CH3:13])[O:8][CH2:9][CH3:10])[S:5][CH:6]=1.C[CH2:15][O:16]CC.C([Li])CCC.CN(C=O)C. The catalyst is CCCCCC. The product is [CH2:9]([O:8][CH:7]([O:11][CH2:12][CH3:13])[C:4]1[S:5][CH:6]=[C:2]([CH:15]=[O:16])[CH:3]=1)[CH3:10]. The yield is 0.420. (4) No catalyst specified. The product is [F:1][C:2]1[CH:11]=[CH:10][CH:9]=[CH:8][C:3]=1[C:4]1[N:29]=[C:27]([NH:26][C:16]2[CH:17]=[CH:18][C:19]([N:20]3[CH:24]=[C:23]([CH3:25])[N:22]=[CH:21]3)=[C:14]([O:13][CH3:12])[CH:15]=2)[S:28][CH:5]=1. The yield is 0.990. The reactants are [F:1][C:2]1[CH:11]=[CH:10][CH:9]=[CH:8][C:3]=1[C:4](=O)[CH2:5]Br.[CH3:12][O:13][C:14]1[CH:15]=[C:16]([NH:26][C:27]([NH2:29])=[S:28])[CH:17]=[CH:18][C:19]=1[N:20]1[CH:24]=[C:23]([CH3:25])[N:22]=[CH:21]1. (5) The reactants are [C:1]([C:3]1[CH:4]=[C:5]([CH3:12])[C:6]([C:9]([OH:11])=O)=[N:7][CH:8]=1)#[N:2].CN(C(ON1N=NC2C=CC=NC1=2)=[N+](C)C)C.F[P-](F)(F)(F)(F)F.C(N(CC)C(C)C)(C)C.[NH2:46][C:47]1[CH:48]=[CH:49][C:50]([F:65])=[C:51]([C@@:53]2([CH3:64])[N:58]=[C:57]([NH2:59])[C@:56]([F:61])([CH3:60])[CH2:55][C:54]2([F:63])[F:62])[CH:52]=1. The catalyst is CN(C=O)C.C(OCC)(=O)C. The product is [NH2:59][C:57]1[C@:56]([F:61])([CH3:60])[CH2:55][C:54]([F:63])([F:62])[C@:53]([C:51]2[CH:52]=[C:47]([NH:46][C:9](=[O:11])[C:6]3[C:5]([CH3:12])=[CH:4][C:3]([C:1]#[N:2])=[CH:8][N:7]=3)[CH:48]=[CH:49][C:50]=2[F:65])([CH3:64])[N:58]=1. The yield is 0.260. (6) The reactants are C(C1C(=O)C(Cl)=C(Cl)C(=O)C=1C#N)#N.[CH3:15][C:16]1[C:20]([C:21]2[C:22]([O:45][CH3:46])=[CH:23][C:24]3[CH:25]4[N:33]([C@@H:34]([C:36]5[CH:37]=[C:38]([CH:41]=[CH:42][CH:43]=5)[C:39]#[N:40])[CH3:35])[C:32](=[O:44])[O:31][CH:26]4[CH2:27][NH:28][C:29]=3[CH:30]=2)=[C:19]([CH3:47])[O:18][N:17]=1. No catalyst specified. The product is [CH3:15][C:16]1[C:20]([C:21]2[C:22]([O:45][CH3:46])=[CH:23][C:24]3[C:25]4[N:33]([C@@H:34]([C:36]5[CH:37]=[C:38]([CH:41]=[CH:42][CH:43]=5)[C:39]#[N:40])[CH3:35])[C:32](=[O:44])[O:31][C:26]=4[CH:27]=[N:28][C:29]=3[CH:30]=2)=[C:19]([CH3:47])[O:18][N:17]=1. The yield is 0.290. (7) The reactants are [CH2:1]([C:4]1[S:31][C:7]2[N:8]=[C:9]([N:25]3[CH:29]=[CH:28][C:27]([NH2:30])=[N:26]3)[N:10]=[C:11]([N:12]3[CH2:17][CH2:16][N:15]4[C:18]([C:21]([F:24])([F:23])[F:22])=[N:19][N:20]=[C:14]4[CH2:13]3)[C:6]=2[CH:5]=1)[CH2:2][CH3:3].C(N(CC)CC)C.[C:39](OC(=O)C)(=[O:41])[CH3:40].C(OCC)(=O)C. The catalyst is ClCCl.CCCCCC. The product is [CH2:1]([C:4]1[S:31][C:7]2[N:8]=[C:9]([N:25]3[CH:29]=[CH:28][C:27]([NH:30][C:39](=[O:41])[CH3:40])=[N:26]3)[N:10]=[C:11]([N:12]3[CH2:17][CH2:16][N:15]4[C:18]([C:21]([F:24])([F:23])[F:22])=[N:19][N:20]=[C:14]4[CH2:13]3)[C:6]=2[CH:5]=1)[CH2:2][CH3:3]. The yield is 0.0700.